This data is from Catalyst prediction with 721,799 reactions and 888 catalyst types from USPTO. The task is: Predict which catalyst facilitates the given reaction. (1) Reactant: [Br:1][C:2]1[CH:15]=[CH:14][C:13]2[C:4](=[C:5]3[C:10](=[C:11]([CH2:16][CH3:17])[N:12]=2)[CH:9]=[C:8]([F:18])[CH:7]=[CH:6]3)[CH:3]=1.[BH4-].[Na+].FC(F)(F)C(O)=O.C1C=CC2C3C=CC=CC=3NCC=2C=1.C(N(CC)CC)C.[CH3:49][O:50][C:51]1[CH:56]=[CH:55][C:54]([S:57](Cl)(=[O:59])=[O:58])=[CH:53][CH:52]=1. Product: [CH:8]1[CH:7]=[CH:6][C:5]2[C:4]3[CH:3]=[CH:2][CH:15]=[CH:14][C:13]=3[NH:12][CH2:11][C:10]=2[CH:9]=1.[Br:1][C:2]1[CH:15]=[CH:14][C:13]2[N:12]([S:57]([C:54]3[CH:53]=[CH:52][C:51]([O:50][CH3:49])=[CH:56][CH:55]=3)(=[O:59])=[O:58])[CH:11]([CH2:16][CH3:17])[C:10]3[C:5](=[CH:6][CH:7]=[C:8]([F:18])[CH:9]=3)[C:4]=2[CH:3]=1. The catalyst class is: 217. (2) Reactant: [CH3:1][C:2]1[CH:6]=[CH:5][O:4][C:3]=1[C:7]([OH:9])=O.CN(C(ON1N=NC2C=CC=NC1=2)=[N+](C)C)C.F[P-](F)(F)(F)(F)F.C(N(CC)C(C)C)(C)C.[NH2:43][C:44]1[CH:45]=[C:46]([NH:50][C:51]2[CH:56]=[CH:55][N:54]=[C:53]([C:57]3[NH:61][CH:60]=[C:59]([C:62]([O:64][CH3:65])=[O:63])[CH:58]=3)[CH:52]=2)[CH:47]=[CH:48][CH:49]=1. Product: [CH3:1][C:2]1[CH:6]=[CH:5][O:4][C:3]=1[C:7]([NH:43][C:44]1[CH:45]=[C:46]([NH:50][C:51]2[CH:56]=[CH:55][N:54]=[C:53]([C:57]3[NH:61][CH:60]=[C:59]([C:62]([O:64][CH3:65])=[O:63])[CH:58]=3)[CH:52]=2)[CH:47]=[CH:48][CH:49]=1)=[O:9]. The catalyst class is: 18. (3) Reactant: C([N:8]1[CH2:13][CH2:12][P:11](=[O:20])([C:14]2[CH:19]=[CH:18][CH:17]=[CH:16][CH:15]=2)[CH2:10][CH2:9]1)C1C=CC=CC=1.[ClH:21]. Product: [ClH:21].[C:14]1([P:11]2(=[O:20])[CH2:10][CH2:9][NH:8][CH2:13][CH2:12]2)[CH:15]=[CH:16][CH:17]=[CH:18][CH:19]=1. The catalyst class is: 50.